The task is: Predict the reactants needed to synthesize the given product.. This data is from Full USPTO retrosynthesis dataset with 1.9M reactions from patents (1976-2016). (1) Given the product [C:1]([C:3]1[CH:4]=[C:5]([C:6]2[O:8][N:48]=[C:45]([C:44]3[C:39]([CH2:37][CH3:38])=[C:40]([O:50][CH2:51][CH2:52][CH2:53][C:54]([O:56][CH2:57][CH3:58])=[O:55])[CH:41]=[CH:42][CH:43]=3)[N:46]=2)[CH:9]=[CH:10][C:11]=1[O:12][CH:13]([CH3:15])[CH3:14])#[N:2], predict the reactants needed to synthesize it. The reactants are: [C:1]([C:3]1[CH:4]=[C:5]([CH:9]=[CH:10][C:11]=1[O:12][CH:13]([CH3:15])[CH3:14])[C:6]([OH:8])=O)#[N:2].CCN=C=NCCCN(C)C.C1C=CC2N(O)N=NC=2C=1.[CH2:37]([C:39]1[C:44](/[C:45](/[NH:48]O)=[N:46]/[H])=[CH:43][CH:42]=[CH:41][C:40]=1[O:50][CH2:51][CH2:52][CH2:53][C:54]([O:56][CH2:57][CH3:58])=[O:55])[CH3:38].CCCC[N+](CCCC)(CCCC)CCCC.[F-]. (2) The reactants are: [C:1]1([C:6]2[CH:7]=[C:8]3[C:12](=[CH:13][CH:14]=2)[CH2:11][C:10]([CH2:15][O:16][C:17]2[C:18]([F:27])=[C:19]([C:23]([F:26])=[CH:24][CH:25]=2)[C:20]([NH2:22])=[O:21])=[CH:9]3)[CH2:5][CH2:4][CH2:3][CH:2]=1. Given the product [CH:1]1([C:6]2[CH:7]=[C:8]3[C:12](=[CH:13][CH:14]=2)[CH2:11][C:10]([CH2:15][O:16][C:17]2[C:18]([F:27])=[C:19]([C:23]([F:26])=[CH:24][CH:25]=2)[C:20]([NH2:22])=[O:21])=[CH:9]3)[CH2:5][CH2:4][CH2:3][CH2:2]1, predict the reactants needed to synthesize it. (3) Given the product [CH3:16][C:15]([NH:14][CH2:13][C@@H:11]1[O:10][C:9](=[O:18])[N:8]([C:6]2[CH:5]=[CH:4][C:3]([C:19]3[CH:24]=[CH:23][C:22]([CH2:25][NH:26][CH2:27][C:28]4[NH:29][N:30]=[N:31][CH:32]=4)=[CH:21][CH:20]=3)=[C:2]([F:1])[CH:7]=2)[CH2:12]1)=[O:17].[S:40]([C:35]1[CH:34]=[CH:39][C:38]([CH3:45])=[CH:37][CH:36]=1)([O-:43])(=[O:41])=[O:42], predict the reactants needed to synthesize it. The reactants are: [F:1][C:2]1[CH:7]=[C:6]([N:8]2[CH2:12][C@H:11]([CH2:13][NH:14][C:15](=[O:17])[CH3:16])[O:10][C:9]2=[O:18])[CH:5]=[CH:4][C:3]=1[C:19]1[CH:24]=[CH:23][C:22]([CH2:25][NH:26][CH2:27][C:28]2[N:29]=[N:30][NH:31][CH:32]=2)=[CH:21][CH:20]=1.O.[C:34]1(C)[C:35]([S:40]([OH:43])(=[O:42])=[O:41])=[CH:36][CH:37]=[CH:38][CH:39]=1.[CH3:45]C(C)=O. (4) The reactants are: [CH3:1][S:2]([N:5]1[CH2:14][CH2:13][C:12]2[C:7](=[CH:8][CH:9]=[C:10]([OH:15])[CH:11]=2)[CH2:6]1)(=[O:4])=[O:3].[CH2:16]([O:20][CH2:21][C:22]1[CH:27]=[CH:26][CH:25]=[CH:24][CH:23]=1)[CH:17]1[O:19][CH2:18]1.[OH-].C([N+](C)(C)C)C1C=CC=CC=1. Given the product [CH2:21]([O:20][CH2:16][CH:17]([OH:19])[CH2:18][O:15][C:10]1[CH:11]=[C:12]2[C:7](=[CH:8][CH:9]=1)[CH2:6][N:5]([S:2]([CH3:1])(=[O:4])=[O:3])[CH2:14][CH2:13]2)[C:22]1[CH:27]=[CH:26][CH:25]=[CH:24][CH:23]=1, predict the reactants needed to synthesize it. (5) Given the product [Br:1][C:2]1[C:13]([OH:14])=[N:12][C:5]2[CH2:6][CH2:7][NH:8][CH2:9][CH:10]([CH3:11])[C:4]=2[CH:3]=1, predict the reactants needed to synthesize it. The reactants are: [Br:1][C:2]1[C:13]([O:14]C)=[N:12][C:5]2[CH2:6][CH2:7][NH:8][CH2:9][CH:10]([CH3:11])[C:4]=2[CH:3]=1.